From a dataset of Reaction yield outcomes from USPTO patents with 853,638 reactions. Predict the reaction yield, written as a fraction of the theoretical maximum amount of product (1.0 means a 100% yield; for example, 0.34 means a 34% yield). (1) The reactants are [NH2:1][C:2]1[CH:7]=[CH:6][C:5]([CH2:8][C:9]([O:11][CH3:12])=[O:10])=[CH:4][C:3]=1[Cl:13].[CH3:14][C:15]1[CH:20]=[CH:19][CH:18]=[CH:17][C:16]=1[N:21]=[C:22]=[O:23].CCN(CC)CC. The catalyst is C1COCC1. The product is [Cl:13][C:3]1[CH:4]=[C:5]([CH2:8][C:9]([O:11][CH3:12])=[O:10])[CH:6]=[CH:7][C:2]=1[NH:1][C:22]([NH:21][C:16]1[CH:17]=[CH:18][CH:19]=[CH:20][C:15]=1[CH3:14])=[O:23]. The yield is 0.740. (2) The reactants are [C:1]12([OH:11])[CH2:10][CH:5]3[CH2:6][CH:7]([CH2:9][CH:3]([CH2:4]3)[CH2:2]1)[CH2:8]2.C(N(CC)CC)C.CS(Cl)(=O)=O.[CH2:24]([C:26]([CH2:30]O)([CH2:28][OH:29])[CH3:27])[OH:25]. The catalyst is O1CCCC1. The product is [C:1]12([O:11][CH2:27][C:26]([CH3:30])([CH2:28][OH:29])[CH2:24][OH:25])[CH2:8][CH:7]3[CH2:6][CH:5]([CH2:4][CH:3]([CH2:9]3)[CH2:2]1)[CH2:10]2. The yield is 0.790. (3) The reactants are [F:1][C:2]1[CH:3]=[C:4]2[C:9](=[CH:10][C:11]=1[OH:12])[N:8]=[C:7]([CH3:13])[CH:6]=[CH:5]2.C([O-])([O-])=O.[Cs+].[Cs+].CC1C=CC(S(O[CH2:31][C@H:32]([O:34][CH3:35])[CH3:33])(=O)=O)=CC=1. The catalyst is CN1C(=O)CCC1. The product is [F:1][C:2]1[CH:3]=[C:4]2[C:9](=[CH:10][C:11]=1[O:12][CH2:31][C@H:32]([O:34][CH3:35])[CH3:33])[N:8]=[C:7]([CH3:13])[CH:6]=[CH:5]2. The yield is 1.03. (4) The reactants are [OH:1][C:2]1[CH:7]=[CH:6][C:5]([CH2:8][C:9]([O:11][CH2:12][CH3:13])=[O:10])=[CH:4][CH:3]=1.C([O-])([O-])=O.[K+].[K+].Cl[CH2:21][C:22]1[CH:31]=[CH:30][C:29]2[C:24](=[CH:25][CH:26]=[CH:27][CH:28]=2)[N:23]=1. The catalyst is C(#N)C. The product is [N:23]1[C:24]2[C:29](=[CH:28][CH:27]=[CH:26][CH:25]=2)[CH:30]=[CH:31][C:22]=1[CH2:21][O:1][C:2]1[CH:3]=[CH:4][C:5]([CH2:8][C:9]([O:11][CH2:12][CH3:13])=[O:10])=[CH:6][CH:7]=1. The yield is 0.934. (5) The yield is 0.370. The reactants are [OH:1][CH2:2][CH2:3][NH:4][C:5](=[O:11])[O:6][C:7]([CH3:10])([CH3:9])[CH3:8].[H-].[Na+].Cl[C:15]1[CH:20]=[CH:19][C:18]([C:21]([F:24])([F:23])[F:22])=[CH:17][N:16]=1. The product is [C:7]([O:6][C:5](=[O:11])[NH:4][CH2:3][CH2:2][O:1][C:15]1[CH:20]=[CH:19][C:18]([C:21]([F:24])([F:23])[F:22])=[CH:17][N:16]=1)([CH3:8])([CH3:10])[CH3:9]. No catalyst specified.